Dataset: Forward reaction prediction with 1.9M reactions from USPTO patents (1976-2016). Task: Predict the product of the given reaction. (1) Given the reactants C([O:5][C:6]([C@H:8]1[CH2:12][CH2:11][CH2:10][N:9]1[C:13](=[O:42])[CH2:14][O:15][C:16]1[C:25]([O:26][CH2:27][C:28]([N:30]2[CH2:34][CH2:33][CH2:32][C@@H:31]2[C:35]([O:37]C(C)(C)C)=[O:36])=[O:29])=[CH:24][C:23]2[C:18](=[CH:19][CH:20]=[CH:21][CH:22]=2)[CH:17]=1)=[O:7])(C)(C)C, predict the reaction product. The product is: [C:35]([C@H:31]1[CH2:32][CH2:33][CH2:34][N:30]1[C:28](=[O:29])[CH2:27][O:26][C:25]1[C:16]([O:15][CH2:14][C:13]([N:9]2[CH2:10][CH2:11][CH2:12][C@@H:8]2[C:6]([OH:7])=[O:5])=[O:42])=[CH:17][C:18]2[C:23]([CH:24]=1)=[CH:22][CH:21]=[CH:20][CH:19]=2)([OH:37])=[O:36]. (2) Given the reactants [C:1]([O:5][C:6](=[O:18])[NH:7][C:8]1[CH:13]=[CH:12][C:11](Br)=[CH:10][C:9]=1[O:15][CH2:16][CH3:17])([CH3:4])([CH3:3])[CH3:2].[H-].[K+].C([Li])(C)(C)C.[CH2:26]([Si:29](Cl)([CH3:31])[CH3:30])[CH:27]=[CH2:28].C(OC(=O)NC1C=CC([Si](CC=C)(C)C)=CC=1OC)(C)(C)C, predict the reaction product. The product is: [C:1]([O:5][C:6](=[O:18])[NH:7][C:8]1[CH:13]=[CH:12][C:11]([Si:29]([CH2:26][CH:27]=[CH2:28])([CH3:31])[CH3:30])=[CH:10][C:9]=1[O:15][CH2:16][CH3:17])([CH3:4])([CH3:3])[CH3:2]. (3) Given the reactants [CH3:1][O:2][C:3]1[CH:28]=[C:27]([O:29][CH3:30])[CH:26]=[CH:25][C:4]=1[CH2:5][N:6]1[C:11]([CH3:12])=[CH:10][C:9]([O:13][CH2:14][C:15]2[CH:22]=[CH:21][CH:20]=[CH:19][C:16]=2[C:17]#[N:18])=[C:8](I)[C:7]1=[O:24].[Li+].[Cl-].[CH3:33][Sn](C)(C)C, predict the reaction product. The product is: [CH3:1][O:2][C:3]1[CH:28]=[C:27]([O:29][CH3:30])[CH:26]=[CH:25][C:4]=1[CH2:5][N:6]1[C:11]([CH3:12])=[CH:10][C:9]([O:13][CH2:14][C:15]2[CH:22]=[CH:21][CH:20]=[CH:19][C:16]=2[C:17]#[N:18])=[C:8]([CH3:33])[C:7]1=[O:24]. (4) Given the reactants [NH2:1][C@H:2]1[CH2:11][CH2:10][C:9]2[C:8]([S:12]([NH:15][C:16]3[CH:21]=[C:20]([Cl:22])[CH:19]=[CH:18][C:17]=3[O:23][CH3:24])(=[O:14])=[O:13])=[CH:7][CH:6]=[C:5]([O:25][CH3:26])[C:4]=2[CH2:3]1.C(N(CC)CC)C.Cl[C:35]([O:37][CH2:38][CH3:39])=[O:36], predict the reaction product. The product is: [Cl:22][C:20]1[CH:19]=[CH:18][C:17]([O:23][CH3:24])=[C:16]([NH:15][S:12]([C:8]2[CH:7]=[CH:6][C:5]([O:25][CH3:26])=[C:4]3[C:9]=2[CH2:10][CH2:11][C@H:2]([NH:1][C:35](=[O:36])[O:37][CH2:38][CH3:39])[CH2:3]3)(=[O:14])=[O:13])[CH:21]=1. (5) Given the reactants Cl.[NH2:2][CH2:3][CH2:4][NH:5][S:6]([CH3:9])(=[O:8])=[O:7].[Br:10][C:11]1[CH:12]=[CH:13][C:14]([S:17](Cl)(=[O:19])=[O:18])=[N:15][CH:16]=1, predict the reaction product. The product is: [Br:10][C:11]1[CH:12]=[CH:13][C:14]([S:17]([NH:2][CH2:3][CH2:4][NH:5][S:6]([CH3:9])(=[O:8])=[O:7])(=[O:19])=[O:18])=[N:15][CH:16]=1. (6) The product is: [C:36]([NH:35][C:33]1[N:34]=[C:29]2[CH:28]=[CH:27][C:26]([O:25][C:24]3[CH:23]=[C:22]([NH:21][C:9](=[O:11])[C:8]4[CH:12]=[CH:13][CH:14]=[C:6]([C:3]5([C:1]#[N:2])[CH2:4][CH2:5]5)[CH:7]=4)[CH:41]=[CH:40][CH:39]=3)=[N:31][N:30]2[CH:32]=1)(=[O:38])[CH3:37]. Given the reactants [C:1]([C:3]1([C:6]2[CH:7]=[C:8]([CH:12]=[CH:13][CH:14]=2)[C:9]([OH:11])=O)[CH2:5][CH2:4]1)#[N:2].C(Cl)(=O)C(Cl)=O.[NH2:21][C:22]1[CH:23]=[C:24]([CH:39]=[CH:40][CH:41]=1)[O:25][C:26]1[CH:27]=[CH:28][C:29]2[N:30]([CH:32]=[C:33]([NH:35][C:36](=[O:38])[CH3:37])[N:34]=2)[N:31]=1.C(=O)([O-])O.[Na+], predict the reaction product. (7) Given the reactants [NH2:1][C:2]1[CH:3]=[CH:4][C:5]([S:12](=[O:25])(=[O:24])[NH:13][C:14]2[CH:15]=[CH:16][C:17]3[CH2:21][O:20][B:19]([OH:22])[C:18]=3[CH:23]=2)=[C:6]([CH2:8][C:9](O)=[O:10])[CH:7]=1.[CH2:26]([NH2:29])[CH2:27][CH3:28].C1CN([P+](ON2N=NC3C=CC=CC2=3)(N2CCCC2)N2CCCC2)CC1.F[P-](F)(F)(F)(F)F.O, predict the reaction product. The product is: [NH2:1][C:2]1[CH:3]=[CH:4][C:5]([S:12](=[O:24])(=[O:25])[NH:13][C:14]2[CH:15]=[CH:16][C:17]3[CH2:21][O:20][B:19]([OH:22])[C:18]=3[CH:23]=2)=[C:6]([CH2:8][C:9]([NH:29][CH2:26][CH2:27][CH3:28])=[O:10])[CH:7]=1.